This data is from Catalyst prediction with 721,799 reactions and 888 catalyst types from USPTO. The task is: Predict which catalyst facilitates the given reaction. (1) Reactant: [F:1][C:2]1[CH:7]=[CH:6][CH:5]=[C:4]([F:8])[C:3]=1[NH:9][C:10]([NH:12]/[N:13]=[CH:14]/[C:15]1[CH:20]=[CH:19][C:18]([C:21]2[N:25]=[CH:24][N:23]([C:26]3[CH:31]=[CH:30][C:29]([O:32][C:33]([F:36])([F:35])[F:34])=[CH:28][CH:27]=3)[N:22]=2)=[CH:17][CH:16]=1)=[S:11].C(N(CC)CC)C.Cl[CH2:45][C:46](=[O:48])[CH3:47].O. Product: [F:8][C:4]1[CH:5]=[CH:6][CH:7]=[C:2]([F:1])[C:3]=1[N:9]1[C:46]([CH3:47])([OH:48])[CH2:45][S:11]/[C:10]/1=[N:12]/[N:13]=[CH:14]\[C:15]1[CH:20]=[CH:19][C:18]([C:21]2[N:25]=[CH:24][N:23]([C:26]3[CH:31]=[CH:30][C:29]([O:32][C:33]([F:35])([F:34])[F:36])=[CH:28][CH:27]=3)[N:22]=2)=[CH:17][CH:16]=1. The catalyst class is: 131. (2) Reactant: [C:1]([Cl:5])(Cl)(Cl)[Cl:2].C1(P(C2C=CC=CC=2)C2C=CC=CC=2)C=CC=CC=1.[F:25][C:26]1[CH:31]=[CH:30][C:29]([F:32])=[CH:28][C:27]=1[C:33](=O)[C:34]([O:36][CH2:37][CH3:38])=[O:35]. Product: [Cl:2][C:1]([Cl:5])=[C:33]([C:27]1[CH:28]=[C:29]([F:32])[CH:30]=[CH:31][C:26]=1[F:25])[C:34]([O:36][CH2:37][CH3:38])=[O:35]. The catalyst class is: 4.